Dataset: Full USPTO retrosynthesis dataset with 1.9M reactions from patents (1976-2016). Task: Predict the reactants needed to synthesize the given product. Given the product [CH3:1][O:2][C:3]1[CH:4]=[C:5]2[C:10](=[CH:11][C:12]=1[O:13][CH3:14])[N:9]=[CH:8][CH:7]=[C:6]2[O:15][C:16]1[CH:22]=[CH:21][C:19]([NH:20][C:37]([NH:50][CH2:49][CH2:48][N:47]([CH2:45][CH3:46])[C:51]2[CH:56]=[CH:55][CH:54]=[C:53]([CH3:57])[CH:52]=2)=[O:43])=[C:18]([N+:23]([O-:25])=[O:24])[CH:17]=1, predict the reactants needed to synthesize it. The reactants are: [CH3:1][O:2][C:3]1[CH:4]=[C:5]2[C:10](=[CH:11][C:12]=1[O:13][CH3:14])[N:9]=[CH:8][CH:7]=[C:6]2[O:15][C:16]1[CH:22]=[CH:21][C:19]([NH2:20])=[C:18]([N+:23]([O-:25])=[O:24])[CH:17]=1.C(N(CC)CC)C.ClC(Cl)(O[C:37](=[O:43])OC(Cl)(Cl)Cl)Cl.[CH2:45]([N:47]([C:51]1[CH:56]=[CH:55][CH:54]=[C:53]([CH3:57])[CH:52]=1)[CH2:48][CH2:49][NH2:50])[CH3:46].